Dataset: Full USPTO retrosynthesis dataset with 1.9M reactions from patents (1976-2016). Task: Predict the reactants needed to synthesize the given product. (1) Given the product [C:1]([O:5][C@H:6]([C@H:7]1[CH2:8][O:9][C:20](=[O:22])[N:10]1[C:11]1[CH:16]=[CH:15][N:14]=[C:13]([Cl:17])[N:12]=1)[CH3:18])([CH3:4])([CH3:2])[CH3:3], predict the reactants needed to synthesize it. The reactants are: [C:1]([O:5][C@@H:6]([CH3:18])[C@H:7]([NH:10][C:11]1[CH:16]=[CH:15][N:14]=[C:13]([Cl:17])[N:12]=1)[CH2:8][OH:9])([CH3:4])([CH3:3])[CH3:2].Cl[C:20](Cl)([O:22]C(=O)OC(Cl)(Cl)Cl)Cl.CC1C=CC=C(C)N=1.CCOC(C)=O.CCCCCCC. (2) Given the product [CH2:1]([O:3][C:4]1[CH:9]=[CH:8][C:7]([NH:10][C:11]2[C:16]([F:17])=[CH:15][N:14]=[C:13]([NH:18][C:19]3[CH:24]=[CH:23][C:22]4[O:25][CH2:26][CH2:27][O:28][C:21]=4[CH:20]=3)[CH:49]=2)=[CH:6][CH:5]=1)[CH2:2][CH2:32][CH3:33], predict the reactants needed to synthesize it. The reactants are: [CH2:1]([O:3][C:4]1[CH:9]=[CH:8][C:7]([NH:10][C:11]2[C:16]([F:17])=[CH:15][N:14]=[C:13]([NH:18][C:19]3[CH:24]=[CH:23][C:22]4[O:25][CH2:26][CH2:27][O:28][C:21]=4[CH:20]=3)N=2)=[CH:6][CH:5]=1)[CH3:2].ClC1N=C(NC2C=CC(OCCCC)=CC=2)[C:33](F)=[CH:32]N=1.[CH2:49]1COC2C=CC(N)=CC=2O1. (3) Given the product [CH2:1]([O:8][N:9]1[C:14]2[N:15]=[CH:16][N:17]=[C:18]([CH3:19])[C:13]=2[C:12]([NH:9][CH2:14][C:13]2[CH:18]=[CH:28][C:27]([N:24]([CH3:22])[CH3:25])=[CH:11][CH:12]=2)=[CH:11][C:10]1=[O:21])[C:2]1[CH:7]=[CH:6][CH:5]=[CH:4][CH:3]=1, predict the reactants needed to synthesize it. The reactants are: [CH2:1]([O:8][N:9]1[C:14]2[N:15]=[CH:16][N:17]=[C:18]([CH3:19])[C:13]=2[C:12](O)=[CH:11][C:10]1=[O:21])[C:2]1[CH:7]=[CH:6][CH:5]=[CH:4][CH:3]=1.[CH2:22]([N:24]([CH2:27][CH3:28])[CH2:25]C)C.